Dataset: Full USPTO retrosynthesis dataset with 1.9M reactions from patents (1976-2016). Task: Predict the reactants needed to synthesize the given product. Given the product [C:1]([O:5][C:6]([C@H:8]1[CH2:12][CH2:11][CH2:10][N:9]1[C:13](=[O:16])[CH2:14][CH2:15][N:28]([CH2:15][CH2:14][C:13]([N:9]1[CH2:10][CH2:11][CH2:12][C@@H:8]1[C:6]([O:5][C:1]([CH3:2])([CH3:4])[CH3:3])=[O:7])=[O:16])[CH2:17][C:18]1[CH:27]=[CH:26][C:23]([O:24][CH3:25])=[C:20]([O:21][CH3:22])[CH:19]=1)=[O:7])([CH3:4])([CH3:3])[CH3:2], predict the reactants needed to synthesize it. The reactants are: [C:1]([O:5][C:6]([C@H:8]1[CH2:12][CH2:11][CH2:10][N:9]1[C:13](=[O:16])[CH:14]=[CH2:15])=[O:7])([CH3:4])([CH3:3])[CH3:2].[CH2:17]([NH2:28])[C:18]1[CH:27]=[CH:26][C:23]([O:24][CH3:25])=[C:20]([O:21][CH3:22])[CH:19]=1.